This data is from Reaction yield outcomes from USPTO patents with 853,638 reactions. The task is: Predict the reaction yield, written as a fraction of the theoretical maximum amount of product (1.0 means a 100% yield; for example, 0.34 means a 34% yield). (1) The reactants are [CH3:1][N:2]1[C:10]2[C:5](=[CH:6][CH:7]=[CH:8][C:9]=2[CH2:11][C:12]([NH2:14])=[O:13])[CH:4]=[CH:3]1.[F:15][C:16]([F:33])([F:32])[C:17]1[CH:18]=[C:19]2[C:23](=[CH:24][CH:25]=1)[NH:22][CH:21]=[C:20]2[C:26](=O)[C:27](OC)=[O:28].CC(C)([O-])C.[K+].C1COCC1. The product is [F:32][C:16]([F:15])([F:33])[C:17]1[CH:18]=[C:19]2[C:23](=[CH:24][CH:25]=1)[NH:22][CH:21]=[C:20]2[C:26]1[C:27](=[O:28])[NH:14][C:12](=[O:13])[C:11]=1[C:9]1[CH:8]=[CH:7][CH:6]=[C:5]2[C:10]=1[N:2]([CH3:1])[CH:3]=[CH:4]2. The yield is 0.350. The catalyst is CN(C=O)C. (2) The reactants are [F:1][C:2]([F:22])([F:21])[C@@H:3]([OH:20])[CH2:4][N:5]1[CH2:10][CH2:9][CH2:8][CH:7]([CH2:11][C:12]2[CH:17]=[CH:16][CH:15]=[C:14]([O:18][CH3:19])[CH:13]=2)[CH2:6]1.[Cl:23][C:24]1[CH:29]=[CH:28][C:27]([N:30]=[C:31]=[O:32])=[CH:26][CH:25]=1. The catalyst is C(#N)C. The product is [F:22][C:2]([F:1])([F:21])[C@@H:3]([O:20][C:31](=[O:32])[NH:30][C:27]1[CH:28]=[CH:29][C:24]([Cl:23])=[CH:25][CH:26]=1)[CH2:4][N:5]1[CH2:10][CH2:9][CH2:8][CH:7]([CH2:11][C:12]2[CH:17]=[CH:16][CH:15]=[C:14]([O:18][CH3:19])[CH:13]=2)[CH2:6]1. The yield is 0.570. (3) The reactants are [OH:1][NH2:2].C([O:5][C:6](=O)[CH2:7][CH2:8][CH2:9][CH2:10][CH2:11][CH2:12][N:13]([C:20]1[CH:25]=[CH:24][CH:23]=[CH:22][N:21]=1)[C:14]1[CH:19]=[CH:18][CH:17]=[CH:16][N:15]=1)C. The catalyst is CN(C=O)C.CO. The product is [OH:1][NH:2][C:6](=[O:5])[CH2:7][CH2:8][CH2:9][CH2:10][CH2:11][CH2:12][N:13]([C:20]1[CH:25]=[CH:24][CH:23]=[CH:22][N:21]=1)[C:14]1[CH:19]=[CH:18][CH:17]=[CH:16][N:15]=1. The yield is 0.850. (4) The reactants are [Cl:1][C:2]1[CH:3]=[CH:4][C:5]2[S:9][CH:8]=[C:7]([CH2:10][N:11]3[C:19]4[C:14](=[CH:15][CH:16]=[CH:17][CH:18]=4)[C:13](=O)[C:12]3=[O:21])[C:6]=2[CH:22]=1.[F:23][C:24]([F:33])([F:32])[C:25]1[CH:26]=[C:27]([CH:29]=[CH:30][CH:31]=1)[NH2:28]. No catalyst specified. The product is [Cl:1][C:2]1[CH:3]=[CH:4][C:5]2[S:9][CH:8]=[C:7]([CH2:10][N:11]3[C:19]4[C:14](=[CH:15][CH:16]=[CH:17][CH:18]=4)[C:13](=[N:28][C:27]4[CH:29]=[CH:30][CH:31]=[C:25]([C:24]([F:23])([F:32])[F:33])[CH:26]=4)[C:12]3=[O:21])[C:6]=2[CH:22]=1. The yield is 0.180. (5) The reactants are [CH3:1][NH:2][S:3]([C:6]1[CH:7]=[C:8]2[C:12](=[CH:13][CH:14]=1)[NH:11][C:10](=[O:15])[CH2:9]2)(=[O:5])=[O:4].[NH:16]1[C:20]2[CH:21]=[CH:22][C:23]([CH:25]=O)=[CH:24][C:19]=2[N:18]=[N:17]1. The product is [NH:16]1[C:20]2[CH:21]=[CH:22][C:23]([CH:25]=[C:9]3[C:8]4[C:12](=[CH:13][CH:14]=[C:6]([S:3]([NH:2][CH3:1])(=[O:5])=[O:4])[CH:7]=4)[NH:11][C:10]3=[O:15])=[CH:24][C:19]=2[N:18]=[N:17]1. No catalyst specified. The yield is 0.120. (6) The reactants are I[C:2]1[CH:6]=[CH:5][N:4]([CH3:7])[N:3]=1.C([Sn](CCCC)(CCCC)[C:13](=[CH2:24])[C:14]([O:16][CH2:17][C:18]1[CH:23]=[CH:22][CH:21]=[CH:20][CH:19]=1)=[O:15])CCC. The catalyst is C1COCC1.C1C=CC([P]([Pd]([P](C2C=CC=CC=2)(C2C=CC=CC=2)C2C=CC=CC=2)([P](C2C=CC=CC=2)(C2C=CC=CC=2)C2C=CC=CC=2)[P](C2C=CC=CC=2)(C2C=CC=CC=2)C2C=CC=CC=2)(C2C=CC=CC=2)C2C=CC=CC=2)=CC=1.[Cu]Cl. The product is [CH3:7][N:4]1[CH:5]=[CH:6][C:2]([C:13](=[CH2:24])[C:14]([O:16][CH2:17][C:18]2[CH:23]=[CH:22][CH:21]=[CH:20][CH:19]=2)=[O:15])=[N:3]1. The yield is 0.660. (7) The reactants are [CH2:1]1[C:5]2([CH2:10][CH2:9][N:8]([C:11]([O:13][C:14]([CH3:17])([CH3:16])[CH3:15])=[O:12])[CH2:7][CH2:6]2)[CH2:4][CH:3]([C:18]([O:20][CH2:21][CH3:22])=[O:19])[NH:2]1.CN(C(ON1N=NC2C=CC=NC1=2)=[N+](C)C)C.F[P-](F)(F)(F)(F)F.[CH3:47][O:48][C:49]([NH:51][C@H:52]([C:56](O)=[O:57])[CH:53]([CH3:55])[CH3:54])=[O:50].CCN(C(C)C)C(C)C. The catalyst is C(Cl)Cl. The product is [CH3:47][O:48][C:49]([NH:51][C@H:52]([C:56]([N:2]1[CH:3]([C:18]([O:20][CH2:21][CH3:22])=[O:19])[CH2:4][C:5]2([CH2:6][CH2:7][N:8]([C:11]([O:13][C:14]([CH3:17])([CH3:16])[CH3:15])=[O:12])[CH2:9][CH2:10]2)[CH2:1]1)=[O:57])[CH:53]([CH3:54])[CH3:55])=[O:50]. The yield is 0.550. (8) The reactants are Cl[C:2]1[C:7]([C:8]([F:11])([F:10])[F:9])=[CH:6][N:5]=[C:4]([NH:12][C:13]2[CH:27]=[CH:26][C:16]([CH2:17][P:18](=[O:25])([O:22][CH2:23][CH3:24])[O:19][CH2:20][CH3:21])=[CH:15][C:14]=2[O:28][CH3:29])[N:3]=1.[NH2:30][C:31]1[CH:32]=[CH:33][CH:34]=[C:35]2[C:39]=1[C:38](=[O:40])[N:37]([CH3:41])[CH:36]2[CH3:42].C([O-])(O)=O.[Na+]. No catalyst specified. The product is [CH3:42][CH:36]1[C:35]2[C:39](=[C:31]([NH:30][C:2]3[C:7]([C:8]([F:9])([F:11])[F:10])=[CH:6][N:5]=[C:4]([NH:12][C:13]4[CH:27]=[CH:26][C:16]([CH2:17][P:18](=[O:25])([O:22][CH2:23][CH3:24])[O:19][CH2:20][CH3:21])=[CH:15][C:14]=4[O:28][CH3:29])[N:3]=3)[CH:32]=[CH:33][CH:34]=2)[C:38](=[O:40])[N:37]1[CH3:41]. The yield is 0.340. (9) The reactants are [CH:1]1([NH:4][C:5](=[NH:14])[C:6]2[CH:11]=[CH:10][C:9]([O:12][CH3:13])=[CH:8][CH:7]=2)[CH2:3][CH2:2]1.Br[C:16](=[CH:19]OC(C)C)[CH:17]=[O:18].C([O-])([O-])=O.[K+].[K+].C(Cl)(Cl)Cl. The catalyst is O. The product is [CH:1]1([N:4]2[C:16]([CH:17]=[O:18])=[CH:19][N:14]=[C:5]2[C:6]2[CH:11]=[CH:10][C:9]([O:12][CH3:13])=[CH:8][CH:7]=2)[CH2:2][CH2:3]1. The yield is 0.850.